Dataset: Full USPTO retrosynthesis dataset with 1.9M reactions from patents (1976-2016). Task: Predict the reactants needed to synthesize the given product. (1) Given the product [CH3:22][O:23][C:24]([C:26]1([NH:33][C:19]([C:6]2[CH:7]=[C:8]([C:9]3[CH:14]=[CH:13][CH:12]=[C:11]([CH:15]4[CH2:18][O:17][CH2:16]4)[CH:10]=3)[C:3]([O:2][CH3:1])=[CH:4][CH:5]=2)=[O:20])[CH2:27][CH2:28][CH2:29][CH2:30][CH2:31][CH2:32]1)=[O:25], predict the reactants needed to synthesize it. The reactants are: [CH3:1][O:2][C:3]1[C:8]([C:9]2[CH:14]=[CH:13][CH:12]=[C:11]([CH:15]3[CH2:18][O:17][CH2:16]3)[CH:10]=2)=[CH:7][C:6]([C:19](O)=[O:20])=[CH:5][CH:4]=1.[CH3:22][O:23][C:24]([C:26]1([NH2:33])[CH2:32][CH2:31][CH2:30][CH2:29][CH2:28][CH2:27]1)=[O:25]. (2) The reactants are: [CH2:1]([O:3][C:4](=[O:31])[C:5]([C:10]1[CH:19]=[CH:18][C:17]2[C:12](=[CH:13][CH:14]=[C:15]([O:20][C@H:21]3[CH2:26][CH2:25][C@H:24]([C:27]([CH3:30])([CH3:29])[CH3:28])[CH2:23][CH2:22]3)[CH:16]=2)[N:11]=1)([N+:7]([O-])=O)[CH3:6])[CH3:2]. Given the product [CH2:1]([O:3][C:4](=[O:31])[C:5]([NH2:7])([C:10]1[CH:19]=[CH:18][C:17]2[C:12](=[CH:13][CH:14]=[C:15]([O:20][C@H:21]3[CH2:22][CH2:23][C@H:24]([C:27]([CH3:30])([CH3:29])[CH3:28])[CH2:25][CH2:26]3)[CH:16]=2)[N:11]=1)[CH3:6])[CH3:2], predict the reactants needed to synthesize it. (3) Given the product [C:22]([O:25][C:26](=[O:27])[NH:19][C:10]1[C@:11]([CH3:18])([C:14]([F:16])([F:17])[F:15])[O:12][CH2:13][C@:8]([C:6]2[CH:5]=[CH:4][CH:3]=[C:2]([Br:1])[N:7]=2)([CH3:20])[N:9]=1)([CH3:24])([CH3:23])[CH3:21], predict the reactants needed to synthesize it. The reactants are: [Br:1][C:2]1[N:7]=[C:6]([C:8]2([CH3:20])[CH2:13][O:12][C@@:11]([CH3:18])([C:14]([F:17])([F:16])[F:15])[C:10]([NH2:19])=[N:9]2)[CH:5]=[CH:4][CH:3]=1.[CH3:21][C:22]([O:25][C:26](O[C:26]([O:25][C:22]([CH3:24])([CH3:23])[CH3:21])=[O:27])=[O:27])([CH3:24])[CH3:23].CCN(C(C)C)C(C)C.